This data is from Full USPTO retrosynthesis dataset with 1.9M reactions from patents (1976-2016). The task is: Predict the reactants needed to synthesize the given product. (1) Given the product [Cl:1][C:2]1[CH:3]=[CH:4][C:5]([O:35][CH3:36])=[C:6]([CH:34]=1)[CH2:7][CH:8]1[C:14](=[O:15])[N:13]([C:16]([NH:18][C@@H:19]([C:20]([NH:22][C:23]2[CH:24]=[N:47][CH:48]=[CH:53][CH:52]=2)=[O:21])[CH2:31][CH3:32])=[O:17])[CH2:12][C:11](=[O:33])[NH:10][CH2:9]1, predict the reactants needed to synthesize it. The reactants are: [Cl:1][C:2]1[CH:3]=[CH:4][C:5]([O:35][CH3:36])=[C:6]([CH:34]=1)[CH2:7][CH:8]1[C:14](=[O:15])[N:13]([C:16]([NH:18][CH:19]([CH2:31][CH3:32])[C:20]([NH:22][CH2:23][C:24](OC(C)(C)C)=O)=[O:21])=[O:17])[CH2:12][C:11](=[O:33])[NH:10][CH2:9]1.Cl.C(OC(=O)CN)(C)(C)C.[NH2:47][C:48]1C=NC=[CH:52][CH:53]=1. (2) Given the product [ClH:49].[ClH:49].[CH3:1][N:2]1[C:10]2[C:5](=[CH:6][CH:7]=[C:8]([N:11]3[CH:16]=[CH:15][C:14]([CH2:17][CH2:18][C:19]4[CH:24]=[CH:23][CH:22]=[CH:21][CH:20]=4)=[CH:13][C:12]3=[O:25])[CH:9]=2)[C:4]2[CH2:26][CH2:27][NH:28][CH2:29][C:3]1=2, predict the reactants needed to synthesize it. The reactants are: [CH3:1][N:2]1[C:10]2[C:5](=[CH:6][CH:7]=[C:8]([N:11]3[CH:16]=[CH:15][C:14]([CH2:17][CH2:18][C:19]4[CH:24]=[CH:23][CH:22]=[CH:21][CH:20]=4)=[CH:13][C:12]3=[O:25])[CH:9]=2)[C:4]2[CH2:26][CH2:27][N:28](C(OC(C)(C)C)=O)[CH2:29][C:3]1=2.C1(N)C(F)=C(F)C(F)=C(N)C=1F.[ClH:49].Cl. (3) Given the product [O:40]1[CH2:39][CH2:38][N:37]=[C:35]1/[CH:34]=[CH:33]/[C:30]1[CH:29]=[CH:28][C:27]([CH2:26][CH:9]2[C:10]3[C:15](=[CH:14][C:13]([O:18][CH2:19][C:20]4[CH:25]=[CH:24][CH:23]=[CH:22][CH:21]=4)=[CH:12][CH:11]=3)[CH2:16][CH2:17][N:8]2[C:5]2[CH:4]=[CH:3][C:2]([F:1])=[CH:7][CH:6]=2)=[CH:32][CH:31]=1, predict the reactants needed to synthesize it. The reactants are: [F:1][C:2]1[CH:7]=[CH:6][C:5]([N:8]2[CH2:17][CH2:16][C:15]3[C:10](=[CH:11][CH:12]=[C:13]([O:18][CH2:19][C:20]4[CH:25]=[CH:24][CH:23]=[CH:22][CH:21]=4)[CH:14]=3)[CH:9]2[CH2:26][C:27]2[CH:32]=[CH:31][C:30](/[CH:33]=[CH:34]/[C:35]([NH:37][CH2:38][CH2:39][OH:40])=O)=[CH:29][CH:28]=2)=[CH:4][CH:3]=1.N(C(OCC)=O)=NC(OCC)=O.C1(P(C2C=CC=CC=2)C2C=CC=CC=2)C=CC=CC=1. (4) Given the product [C:53]([CH2:54][NH:59][C:31](=[O:33])[C@H:26]([CH2:27][CH:28]([CH3:29])[CH3:30])[NH:25][C:24]1[O:23][N:22]=[C:21]([CH3:34])[C:20]=1[C:17]1[CH:16]=[CH:15][C:14]([N:11]2[CH2:10][CH2:9][N:8]([C:6]([O:5][C:1]([CH3:2])([CH3:3])[CH3:4])=[O:7])[CH2:13][CH2:12]2)=[CH:19][CH:18]=1)#[N:52], predict the reactants needed to synthesize it. The reactants are: [C:1]([O:5][C:6]([N:8]1[CH2:13][CH2:12][N:11]([C:14]2[CH:19]=[CH:18][C:17]([C:20]3[C:21]([CH3:34])=[N:22][O:23][C:24]=3[NH:25][C@H:26]([C:31]([OH:33])=O)[CH2:27][CH:28]([CH3:30])[CH3:29])=[CH:16][CH:15]=2)[CH2:10][CH2:9]1)=[O:7])([CH3:4])([CH3:3])[CH3:2].C1CN([P+](O[N:52]2N=[N:59][C:54]3C=CC=C[C:53]2=3)(N2CCCC2)N2CCCC2)CC1.F[P-](F)(F)(F)(F)F.Cl.NCC#N.C(N(CC)CC)C.C([O-])(O)=O.[Na+]. (5) Given the product [F:14][C:11]1[CH:12]=[CH:13][C:8]([CH2:6][C:5]2[CH:15]=[CH:16][C:2]([N:17]3[CH2:22][CH2:21][NH:20][CH2:19][CH2:18]3)=[CH:3][CH:4]=2)=[CH:9][CH:10]=1, predict the reactants needed to synthesize it. The reactants are: F[C:2]1[CH:16]=[CH:15][C:5]([C:6]([C:8]2[CH:13]=[CH:12][C:11]([F:14])=[CH:10][CH:9]=2)=O)=[CH:4][CH:3]=1.[NH:17]1[CH2:22][CH2:21][NH:20][CH2:19][CH2:18]1.C(=O)(O)O.[Na].C([SiH](CC)CC)C.S(=O)(=O)(O)O.[OH-].[Na+]. (6) Given the product [NH2:1][C:2]1[CH:3]=[CH:4][C:5]2[CH2:11][CH2:10][CH2:9][C:8]([CH2:12][OH:13])=[C:7]([CH3:16])[C:6]=2[CH:17]=1, predict the reactants needed to synthesize it. The reactants are: [NH2:1][C:2]1[CH:3]=[CH:4][C:5]2[CH2:11][CH2:10][CH2:9][C:8]([C:12](OC)=[O:13])=[C:7]([CH3:16])[C:6]=2[CH:17]=1.[H-].[H-].[H-].[H-].[Li+].[Al+3]. (7) Given the product [Cl:1][C:2]1[N:3]=[C:4]([N:20]([CH3:21])[CH3:19])[C:5]2[CH2:10][CH2:9][CH:8]([C:11]3[CH:16]=[CH:15][C:14]([Cl:17])=[CH:13][CH:12]=3)[C:6]=2[N:7]=1, predict the reactants needed to synthesize it. The reactants are: [Cl:1][C:2]1[N:3]=[C:4](Cl)[C:5]2[CH2:10][CH2:9][CH:8]([C:11]3[CH:16]=[CH:15][C:14]([Cl:17])=[CH:13][CH:12]=3)[C:6]=2[N:7]=1.[CH3:19][NH:20][CH3:21].